This data is from Reaction yield outcomes from USPTO patents with 853,638 reactions. The task is: Predict the reaction yield, written as a fraction of the theoretical maximum amount of product (1.0 means a 100% yield; for example, 0.34 means a 34% yield). (1) The reactants are [F:1][CH:2]([F:11])[C:3]([C:5]1[CH:10]=[CH:9][CH:8]=[CH:7][CH:6]=1)=[O:4].Br[C:13]1[CH:18]=[CH:17][C:16]([Si:19]([CH3:22])([CH3:21])[CH3:20])=[CH:15][CH:14]=1.ClC1C=CC([Si](C)(C)C)=CC=1. No catalyst specified. The product is [F:1][C:2]([F:11])([C:13]1[CH:18]=[CH:17][C:16]([Si:19]([CH3:22])([CH3:21])[CH3:20])=[CH:15][CH:14]=1)[C:3]([C:5]1[CH:6]=[CH:7][CH:8]=[CH:9][CH:10]=1)=[O:4]. The yield is 0.880. (2) The reactants are [NH2:1][C:2]1[C:11]2[CH:10]=[CH:9][CH:8]=[C:7](Br)[C:6]=2[N:5]=[C:4]2[CH2:13][N:14]([CH2:17][CH3:18])[C:15](=[O:16])[C:3]=12.[F:19][C:20]1[C:25]([O:26][CH3:27])=[CH:24][CH:23]=[CH:22][C:21]=1B(O)O. No catalyst specified. The product is [NH2:1][C:2]1[C:11]2[CH:10]=[CH:9][CH:8]=[C:7]([C:21]3[CH:22]=[CH:23][CH:24]=[C:25]([O:26][CH3:27])[C:20]=3[F:19])[C:6]=2[N:5]=[C:4]2[CH2:13][N:14]([CH2:17][CH3:18])[C:15](=[O:16])[C:3]=12. The yield is 0.765. (3) The catalyst is O1CCOCC1.O.C1C=CC(P(C2C=CC=CC=2)[C-]2C=CC=C2)=CC=1.C1C=CC(P(C2C=CC=CC=2)[C-]2C=CC=C2)=CC=1.Cl[Pd]Cl.[Fe+2].C(Cl)Cl. The product is [O:1]=[S:2]1(=[O:29])[CH2:7][CH2:6][CH:5]([C:8]2[C:16]3[C:11](=[C:12]([C:26]([NH2:28])=[O:27])[CH:13]=[C:14]([C:31]4[S:32][CH:33]=[CH:34][N:35]=4)[CH:15]=3)[NH:10][CH:9]=2)[CH2:4][CH2:3]1. The reactants are [O:1]=[S:2]1(=[O:29])[CH2:7][CH2:6][CH:5]([C:8]2[C:16]3[C:11](=[C:12]([C:26]([NH2:28])=[O:27])[CH:13]=[C:14](B4OC(C)(C)C(C)(C)O4)[CH:15]=3)[NH:10][CH:9]=2)[CH2:4][CH2:3]1.Br[C:31]1[S:32][CH:33]=[CH:34][N:35]=1.C(=O)([O-])[O-].[K+].[K+]. The yield is 0.250. (4) The reactants are C(OC([N:8]1[CH2:12][C:11](=[CH2:13])[CH2:10][N:9]1[C:14]([O:16][CH2:17][C:18]1[CH:23]=[CH:22][CH:21]=[CH:20][CH:19]=1)=[O:15])=O)(C)(C)C.S(Cl)(Cl)=O.Cl. The catalyst is CO. The product is [CH2:17]([O:16][C:14]([N:9]1[CH2:10][C:11](=[CH2:13])[CH2:12][NH:8]1)=[O:15])[C:18]1[CH:19]=[CH:20][CH:21]=[CH:22][CH:23]=1. The yield is 0.970. (5) The reactants are [NH2:1][C:2]1[N:7]=[C:6](Cl)[C:5]([NH2:9])=[C:4]([Cl:10])[N:3]=1.Cl.[F:12][C:13]1[CH:14]=[CH:15][CH:16]=[C:17]2[C:22]=1[O:21][CH2:20][CH2:19][C@H:18]2[NH2:23].C(=O)(O)[O-].[Na+]. The catalyst is C(O)CCC. The product is [Cl:10][C:4]1[N:3]=[C:2]([NH2:1])[N:7]=[C:6]([NH:23][C@H:18]2[C:17]3[C:22](=[C:13]([F:12])[CH:14]=[CH:15][CH:16]=3)[O:21][CH2:20][CH2:19]2)[C:5]=1[NH2:9]. The yield is 0.780. (6) The reactants are CC1(C)COB([C:8]2[CH:31]=[CH:30][C:11]3[C:12]4[N:16]([CH2:17][CH2:18][O:19][C:10]=3[CH:9]=2)[CH:15]=[C:14]([C:20]2[N:21]([CH2:25][C:26]([F:29])([F:28])[F:27])[N:22]=[CH:23][N:24]=2)[N:13]=4)OC1.Cl.N[OH:35].[OH-].[Na+]. The catalyst is O. The product is [F:28][C:26]([F:27])([F:29])[CH2:25][N:21]1[C:20]([C:14]2[N:13]=[C:12]3[C:11]4[CH:30]=[CH:31][C:8]([OH:35])=[CH:9][C:10]=4[O:19][CH2:18][CH2:17][N:16]3[CH:15]=2)=[N:24][CH:23]=[N:22]1. The yield is 0.850. (7) The reactants are [CH2:1]([O:3][C@@H:4]([CH2:9][C:10]1[CH:15]=[CH:14][C:13]([C:16]2[CH:20]=[C:19]([CH2:21][NH:22][CH3:23])[S:18][CH:17]=2)=[CH:12][CH:11]=1)[C:5]([O:7][CH3:8])=[O:6])[CH3:2].[CH:24]1([CH2:29][C:30](Cl)=[O:31])[CH2:28][CH2:27][CH2:26][CH2:25]1. No catalyst specified. The product is [CH:24]1([CH2:29][C:30]([CH2:23][NH:22][CH2:21][C:19]2[S:18][CH:17]=[C:16]([C:13]3[CH:14]=[CH:15][C:10]([CH2:9][C@H:4]([O:3][CH2:1][CH3:2])[C:5]([O:7][CH3:8])=[O:6])=[CH:11][CH:12]=3)[CH:20]=2)=[O:31])[CH2:28][CH2:27][CH2:26][CH2:25]1. The yield is 0.850.